From a dataset of Forward reaction prediction with 1.9M reactions from USPTO patents (1976-2016). Predict the product of the given reaction. (1) Given the reactants [CH3:1][N:2]1[C:10]2[N:9]=[C:8]([Br:11])[NH:7][C:6]=2[C:5](=[O:12])[NH:4][C:3]1=[O:13].C(N(C(C)C)CC)(C)C.Br[CH2:24][C:25]#[C:26][CH3:27], predict the reaction product. The product is: [CH3:1][N:2]1[C:10]2[N:9]=[C:8]([Br:11])[N:7]([CH2:24][C:25]#[C:26][CH3:27])[C:6]=2[C:5](=[O:12])[NH:4][C:3]1=[O:13]. (2) Given the reactants [CH2:1]([O:8][C@H:9]1[C@H:16]([O:17][CH2:18][C:19]2[CH:24]=[CH:23][CH:22]=[CH:21][CH:20]=2)[C@@H:15]([CH2:25][O:26][Si:27]([C:40]([CH3:43])([CH3:42])[CH3:41])([C:34]2[CH:39]=[CH:38][CH:37]=[CH:36][CH:35]=2)[C:28]2[CH:33]=[CH:32][CH:31]=[CH:30][CH:29]=2)[O:14][C@@H:11]([O:12][CH3:13])[C@@H:10]1[OH:44])[C:2]1[CH:7]=[CH:6][CH:5]=[CH:4][CH:3]=1.[H-].[Na+].[Cl:47][C:48]1[CH:55]=[CH:54][C:51]([CH2:52]Cl)=[CH:50][CH:49]=1, predict the reaction product. The product is: [CH2:1]([O:8][C@H:9]1[C@H:16]([O:17][CH2:18][C:19]2[CH:24]=[CH:23][CH:22]=[CH:21][CH:20]=2)[C@@H:15]([CH2:25][O:26][Si:27]([C:40]([CH3:41])([CH3:43])[CH3:42])([C:28]2[CH:29]=[CH:30][CH:31]=[CH:32][CH:33]=2)[C:34]2[CH:39]=[CH:38][CH:37]=[CH:36][CH:35]=2)[O:14][C@@H:11]([O:12][CH3:13])[C@@H:10]1[O:44][CH2:52][C:51]1[CH:54]=[CH:55][C:48]([Cl:47])=[CH:49][CH:50]=1)[C:2]1[CH:7]=[CH:6][CH:5]=[CH:4][CH:3]=1. (3) Given the reactants Br[C:2]1[CH:20]=[CH:19][C:5]([CH2:6][CH:7]2[CH2:11][CH2:10][N:9]([CH:12]3[CH2:17][CH2:16][CH2:15][CH2:14][CH2:13]3)[C:8]2=[O:18])=[C:4]([O:21][C:22]([F:25])([F:24])[F:23])[CH:3]=1.[CH3:26][O:27][C:28]([C:30]1[CH:35]=[CH:34][C:33](B(O)O)=[CH:32][CH:31]=1)=[O:29].O1CCOCC1.C([O-])(=O)C.[K+], predict the reaction product. The product is: [CH3:26][O:27][C:28]([C:30]1[CH:35]=[CH:34][C:33]([C:2]2[CH:20]=[CH:19][C:5]([CH2:6][CH:7]3[CH2:11][CH2:10][N:9]([CH:12]4[CH2:17][CH2:16][CH2:15][CH2:14][CH2:13]4)[C:8]3=[O:18])=[C:4]([O:21][C:22]([F:25])([F:24])[F:23])[CH:3]=2)=[CH:32][CH:31]=1)=[O:29].